Task: Predict which catalyst facilitates the given reaction.. Dataset: Catalyst prediction with 721,799 reactions and 888 catalyst types from USPTO Reactant: [NH:1]1[CH2:6][CH2:5][CH:4]([CH2:7][CH:8]2[CH2:13][CH2:12][N:11]([C:14]([O:16][C:17]([CH3:20])([CH3:19])[CH3:18])=[O:15])[CH2:10][CH2:9]2)[CH2:3][CH2:2]1.[CH:21](I)([CH3:23])[CH3:22].C([O-])([O-])=O.[K+].[K+]. Product: [CH3:22][CH:21]([N:1]1[CH2:2][CH2:3][CH:4]([CH2:7][CH:8]2[CH2:9][CH2:10][N:11]([C:14]([O:16][C:17]([CH3:20])([CH3:19])[CH3:18])=[O:15])[CH2:12][CH2:13]2)[CH2:5][CH2:6]1)[CH3:23]. The catalyst class is: 10.